Dataset: Forward reaction prediction with 1.9M reactions from USPTO patents (1976-2016). Task: Predict the product of the given reaction. (1) Given the reactants [Cl:1][C:2]1[C:3]([O:20][CH3:21])=[C:4]2[C:9](=[CH:10][CH:11]=1)[C:8](=[O:12])[C:7]([OH:17])([C:13](F)(F)F)[CH2:6][C:5]2([CH3:19])[CH3:18].[CH:22]([Mg]Br)=[CH2:23].[NH4+].[Cl-], predict the reaction product. The product is: [Cl:1][C:2]1[C:3]([O:20][CH3:21])=[C:4]2[C:9](=[CH:10][CH:11]=1)[C:8]([CH:22]=[CH2:23])([OH:12])[C:7]([CH3:13])([OH:17])[CH2:6][C:5]2([CH3:19])[CH3:18]. (2) Given the reactants FC(F)(F)C([N:5]1[CH2:14][CH2:13][C:12]2[C:7](=[CH:8][C:9]([N+:15]([O-:17])=[O:16])=[CH:10][CH:11]=2)[CH2:6]1)=O.C(=O)([O-])[O-].[K+].[K+], predict the reaction product. The product is: [N+:15]([C:9]1[CH:8]=[C:7]2[C:12]([CH2:13][CH2:14][NH:5][CH2:6]2)=[CH:11][CH:10]=1)([O-:17])=[O:16].